From a dataset of Full USPTO retrosynthesis dataset with 1.9M reactions from patents (1976-2016). Predict the reactants needed to synthesize the given product. Given the product [CH3:1][C:2]1[NH:3][C:4]2[C:9]([C:10]=1[CH3:11])=[C:8]([NH:12][CH:13]1[CH2:17][CH2:16][N:15]([C:54](=[O:57])[C:55]#[CH:56])[CH2:14]1)[CH:7]=[CH:6][C:5]=2[C:18]([NH2:20])=[O:19], predict the reactants needed to synthesize it. The reactants are: [CH3:1][C:2]1[NH:3][C:4]2[C:9]([C:10]=1[CH3:11])=[C:8]([NH:12][CH:13]1[CH2:17][CH2:16][NH:15][CH2:14]1)[CH:7]=[CH:6][C:5]=2[C:18]([NH2:20])=[O:19].CN(C(ON1N=NC2C=CC=NC1=2)=[N+](C)C)C.F[P-](F)(F)(F)(F)F.CCN(C(C)C)C(C)C.[C:54](O)(=[O:57])[C:55]#[CH:56].